This data is from Forward reaction prediction with 1.9M reactions from USPTO patents (1976-2016). The task is: Predict the product of the given reaction. Given the reactants [F:1][C:2]([F:25])([F:24])[C:3]1[CH:19]=[C:18]([C:20]([F:23])([F:22])[F:21])[CH:17]=[CH:16][C:4]=1[CH2:5][O:6][C:7]1[CH:14]=[CH:13][C:10]([CH:11]=[O:12])=[CH:9][C:8]=1[OH:15].C(=O)([O-])[O-].[K+].[K+].Br[CH2:33][CH:34]([CH3:36])[CH3:35].O, predict the reaction product. The product is: [F:1][C:2]([F:24])([F:25])[C:3]1[CH:19]=[C:18]([C:20]([F:23])([F:22])[F:21])[CH:17]=[CH:16][C:4]=1[CH2:5][O:6][C:7]1[CH:14]=[CH:13][C:10]([CH:11]=[O:12])=[CH:9][C:8]=1[O:15][CH2:33][CH:34]([CH3:36])[CH3:35].